From a dataset of Reaction yield outcomes from USPTO patents with 853,638 reactions. Predict the reaction yield, written as a fraction of the theoretical maximum amount of product (1.0 means a 100% yield; for example, 0.34 means a 34% yield). (1) The reactants are Br[C:2]1[S:6][C:5]2[CH:7]=[C:8]([O:11][CH3:12])[CH:9]=[CH:10][C:4]=2[C:3]=1[O:13][C:14]1[CH:19]=[CH:18][C:17](/[CH:20]=[CH:21]/[C:22]([O:24][CH3:25])=[O:23])=[CH:16][CH:15]=1.[CH3:26][O:27][CH2:28][C:29]1[CH:34]=[CH:33][CH:32]=[CH:31][C:30]=1B(O)O.C([O-])([O-])=O.[Na+].[Na+].[O-]S([O-])(=O)=O.[Na+].[Na+]. The catalyst is COCCOC.CCOC(C)=O.C1C=CC(P(C2C=CC=CC=2)[C-]2C=CC=C2)=CC=1.C1C=CC(P(C2C=CC=CC=2)[C-]2C=CC=C2)=CC=1.Cl[Pd]Cl.[Fe+2]. The product is [CH3:12][O:11][C:8]1[CH:9]=[CH:10][C:4]2[C:3]([O:13][C:14]3[CH:19]=[CH:18][C:17](/[CH:20]=[CH:21]/[C:22]([O:24][CH3:25])=[O:23])=[CH:16][CH:15]=3)=[C:2]([C:30]3[CH:31]=[CH:32][CH:33]=[CH:34][C:29]=3[CH2:28][O:27][CH3:26])[S:6][C:5]=2[CH:7]=1. The yield is 0.790. (2) The reactants are [C:1]([O:5][C:6]([N:8]1[CH2:12][C@H:11]([F:13])[CH2:10][C@H:9]1[C:14]([NH:16][CH2:17][C:18]1[N:23]=[CH:22][C:21]([C:24]([O:26]C)=[O:25])=[C:20]([C:28]2[CH:29]=[N:30][C:31]([C:34]([F:37])([F:36])[F:35])=[CH:32][CH:33]=2)[CH:19]=1)=[O:15])=[O:7])([CH3:4])([CH3:3])[CH3:2].[Li+].[OH-].O.C(O)(=O)CC(CC(O)=O)(C(O)=O)O. The catalyst is O1CCCC1. The product is [C:1]([O:5][C:6]([N:8]1[CH2:12][C@H:11]([F:13])[CH2:10][C@H:9]1[C:14]([NH:16][CH2:17][C:18]1[N:23]=[CH:22][C:21]([C:24]([OH:26])=[O:25])=[C:20]([C:28]2[CH:29]=[N:30][C:31]([C:34]([F:37])([F:35])[F:36])=[CH:32][CH:33]=2)[CH:19]=1)=[O:15])=[O:7])([CH3:4])([CH3:2])[CH3:3]. The yield is 0.820. (3) The reactants are [Cl:1][Si:2]([CH:5]([Si:13](Cl)([Cl:15])[Cl:14])[CH2:6][CH2:7][CH2:8][CH2:9][CH2:10][CH2:11][CH3:12])(Cl)[Cl:3].C[SiH](Cl)Cl. The catalyst is [Cl-].C([P+](CCCC)(CCCC)CCCC)CCC. The product is [Cl:15][SiH:13]([CH:5]([SiH:2]([Cl:1])[Cl:3])[CH2:6][CH2:7][CH2:8][CH2:9][CH2:10][CH2:11][CH3:12])[Cl:14]. The yield is 0.595. (4) The reactants are [Li+].CC([N-]C(C)C)C.[C:9]([O:14][CH2:15][CH3:16])(=[O:13])[CH:10]([CH3:12])[CH3:11].Br[CH2:18][CH2:19][CH2:20][CH2:21][CH2:22][CH2:23][Br:24].[NH4+].[Cl-]. The catalyst is C1COCC1.CN1C(=O)N(C)CCC1. The product is [Br:24][CH2:23][CH2:22][CH2:21][CH2:20][CH2:19][CH2:18][C:10]([CH3:12])([CH3:11])[C:9]([O:14][CH2:15][CH3:16])=[O:13]. The yield is 0.520. (5) The reactants are Br[C:2]1[O:6][C:5]([CH:7]=[O:8])=[CH:4][CH:3]=1.[F:9][C:10]1[CH:15]=[CH:14][CH:13]=[CH:12][C:11]=1B(O)O.C1(C)C=CC=CC=1.C(=O)([O-])[O-].[Na+].[Na+]. The catalyst is O.[Pd].C1(P(C2C=CC=CC=2)C2C=CC=CC=2)C=CC=CC=1.C1(P(C2C=CC=CC=2)C2C=CC=CC=2)C=CC=CC=1.C1(P(C2C=CC=CC=2)C2C=CC=CC=2)C=CC=CC=1.C1(P(C2C=CC=CC=2)C2C=CC=CC=2)C=CC=CC=1.C(O)C. The product is [F:9][C:10]1[CH:15]=[CH:14][CH:13]=[CH:12][C:11]=1[C:2]1[O:6][C:5]([CH:7]=[O:8])=[CH:4][CH:3]=1. The yield is 0.860. (6) The reactants are [N:1]([C:4]1[CH:5]=[C:6]2[C:11](=[O:12])[N:10]3[CH2:13][CH2:14][N:15]([C:16]([C:18]4[C:19]([CH3:23])=[N:20][O:21][CH:22]=4)=[O:17])[C:9]3([C:24]3[CH:29]=[CH:28][C:27]([O:30][CH3:31])=[CH:26][CH:25]=3)[CH2:8][N:7]2[CH:32]=1)=[N+:2]=[N-:3].[C:33]([Si:35]([CH3:38])([CH3:37])[CH3:36])#[CH:34].C(N(C(C)C)C(C)C)C.[NH4+].[Cl-].N. The catalyst is CN(C=O)C.[Cu](I)I. The product is [CH3:31][O:30][C:27]1[CH:28]=[CH:29][C:24]([C:9]23[N:15]([C:16]([C:18]4[C:19]([CH3:23])=[N:20][O:21][CH:22]=4)=[O:17])[CH2:14][CH2:13][N:10]2[C:11](=[O:12])[C:6]2[N:7]([CH:32]=[C:4]([N:1]4[CH:34]=[C:33]([Si:35]([CH3:38])([CH3:37])[CH3:36])[N:3]=[N:2]4)[CH:5]=2)[CH2:8]3)=[CH:25][CH:26]=1. The yield is 0.230.